This data is from Full USPTO retrosynthesis dataset with 1.9M reactions from patents (1976-2016). The task is: Predict the reactants needed to synthesize the given product. (1) Given the product [F:1][C:2]1[CH:10]=[CH:9][CH:8]=[C:7]2[C:3]=1[C:4]1([C:23]3[C:14](=[CH:15][C:16]4[O:21][CH2:20][CH2:19][O:18][C:17]=4[CH:22]=3)[O:13][CH2:12]1)[C:5](=[O:11])[N:6]2[CH2:26][C:27]1[C:32]([C:33]([F:35])([F:34])[F:36])=[CH:31][CH:30]=[CH:29][N:28]=1, predict the reactants needed to synthesize it. The reactants are: [F:1][C:2]1[CH:10]=[CH:9][CH:8]=[C:7]2[C:3]=1[C:4]1([C:23]3[C:14](=[CH:15][C:16]4[O:21][CH2:20][CH2:19][O:18][C:17]=4[CH:22]=3)[O:13][CH2:12]1)[C:5](=[O:11])[NH:6]2.Cl.Cl[CH2:26][C:27]1[C:32]([C:33]([F:36])([F:35])[F:34])=[CH:31][CH:30]=[CH:29][N:28]=1.C(=O)([O-])[O-].[Cs+].[Cs+]. (2) The reactants are: [Cl:1][C:2]1[CH:3]=[C:4]([C@@:8]2([OH:17])[O:13][CH2:12][C:11]([CH3:15])([CH3:14])[NH:10][C@@H:9]2[CH3:16])[CH:5]=[CH:6][CH:7]=1. Given the product [ClH:1].[Cl:1][C:2]1[CH:3]=[C:4]([C@@:8]2([OH:17])[O:13][CH2:12][C:11]([CH3:14])([CH3:15])[NH:10][C@@H:9]2[CH3:16])[CH:5]=[CH:6][CH:7]=1, predict the reactants needed to synthesize it. (3) The reactants are: Br[C:2]1[S:6][C:5]([CH2:7][N:8]([CH3:16])[C:9](=[O:15])[O:10][C:11]([CH3:14])([CH3:13])[CH3:12])=[N:4][C:3]=1[C:17]1[C:18]([F:23])=[N:19][CH:20]=[CH:21][CH:22]=1.[SH:24][CH2:25][CH2:26][C:27]([O:29][CH2:30][CH:31]([CH2:36][CH3:37])[CH2:32][CH2:33][CH2:34][CH3:35])=[O:28].C(=O)([O-])[O-].[Cs+].[Cs+].O. Given the product [C:11]([O:10][C:9]([N:8]([CH2:7][C:5]1[S:6][C:2]([S:24][CH2:25][CH2:26][C:27]([O:29][CH2:30][CH:31]([CH2:36][CH3:37])[CH2:32][CH2:33][CH2:34][CH3:35])=[O:28])=[C:3]([C:17]2[C:18]([F:23])=[N:19][CH:20]=[CH:21][CH:22]=2)[N:4]=1)[CH3:16])=[O:15])([CH3:14])([CH3:13])[CH3:12], predict the reactants needed to synthesize it. (4) Given the product [N:25]([CH2:22][CH2:23][CH2:24][CH2:31][N:11]1[CH:12]=[CH:13][CH:14]=[C:9]([O:8][CH2:1][C:2]2[CH:3]=[CH:4][CH:5]=[CH:6][CH:7]=2)[C:10]1=[O:15])=[N+:26]=[N-:27], predict the reactants needed to synthesize it. The reactants are: [CH2:1]([O:8][C:9]1[C:10](=[O:15])[NH:11][CH:12]=[CH:13][CH:14]=1)[C:2]1[CH:7]=[CH:6][CH:5]=[CH:4][CH:3]=1.CS(OC[CH:22]([N:25]=[N+:26]=[N-:27])[CH2:23][CH3:24])(=O)=O.N([CH2:31]CN1C=CC=C(OC)C1=O)=[N+]=[N-].